Dataset: Catalyst prediction with 721,799 reactions and 888 catalyst types from USPTO. Task: Predict which catalyst facilitates the given reaction. (1) The catalyst class is: 564. Reactant: [CH3:1][O:2][C:3](=[O:26])[CH2:4][C:5]1[C:14]([CH3:15])=[C:13](B2OC(C)(C)C(C)(C)O2)[C:12]2[C:7](=[CH:8][CH:9]=[C:10]([Cl:25])[CH:11]=2)[CH:6]=1.Br[C:28]1[CH:33]=[CH:32][C:31]([S:34][C:35]2[CH:40]=[CH:39][CH:38]=[CH:37][C:36]=2[Cl:41])=[CH:30][CH:29]=1.C(=O)(O)[O-].[Na+].O. Product: [CH3:1][O:2][C:3](=[O:26])[CH2:4][C:5]1[C:14]([CH3:15])=[C:13]([C:28]2[CH:33]=[CH:32][C:31]([S:34][C:35]3[CH:40]=[CH:39][CH:38]=[CH:37][C:36]=3[Cl:41])=[CH:30][CH:29]=2)[C:12]2[C:7](=[CH:8][CH:9]=[C:10]([Cl:25])[CH:11]=2)[CH:6]=1. (2) Reactant: N(C(OC(C)C)=O)=NC(OC(C)C)=O.[Cl:15][C:16]1[CH:21]=[CH:20][C:19]([N:22]2[C:26]3[CH:27]=[CH:28][CH:29]=[CH:30][C:25]=3[NH:24][S:23]2(=[O:32])=[O:31])=[CH:18][CH:17]=1.[Br:33][CH2:34][CH2:35]O.C1(P(C2C=CC=CC=2)C2C=CC=CC=2)C=CC=CC=1. Product: [Br:33][CH2:34][CH2:35][N:24]1[C:25]2[CH:30]=[CH:29][CH:28]=[CH:27][C:26]=2[N:22]([C:19]2[CH:20]=[CH:21][C:16]([Cl:15])=[CH:17][CH:18]=2)[S:23]1(=[O:31])=[O:32]. The catalyst class is: 1.